From a dataset of Full USPTO retrosynthesis dataset with 1.9M reactions from patents (1976-2016). Predict the reactants needed to synthesize the given product. Given the product [Cl:16][C:17]1[CH:18]=[CH:19][C:20]([O:26][CH3:27])=[C:21]([CH:25]=1)[CH2:22][N:23]([CH3:24])[C:13](=[O:15])[CH2:12][CH2:11][CH2:10][S:9][C:6]1[CH:5]=[CH:4][C:3]([O:2][CH3:1])=[CH:8][CH:7]=1, predict the reactants needed to synthesize it. The reactants are: [CH3:1][O:2][C:3]1[CH:8]=[CH:7][C:6]([S:9][CH2:10][CH2:11][CH2:12][C:13]([OH:15])=O)=[CH:5][CH:4]=1.[Cl:16][C:17]1[CH:18]=[CH:19][C:20]([O:26][CH3:27])=[C:21]([CH:25]=1)[CH2:22][NH:23][CH3:24].